This data is from Catalyst prediction with 721,799 reactions and 888 catalyst types from USPTO. The task is: Predict which catalyst facilitates the given reaction. Reactant: Cl.[Cl:2][C:3]1[N:4]=[C:5]([C:10]([NH:12][C@H:13]2[CH2:18][CH2:17][NH:16][CH2:15][C@H:14]2[O:19][CH2:20][CH3:21])=[O:11])[NH:6][C:7]=1[CH2:8][CH3:9].[S:22]1[CH:26]=[C:25]([C:27](O)=[O:28])[N:24]=[CH:23]1. Product: [Cl:2][C:3]1[N:4]=[C:5]([C:10]([NH:12][C@H:13]2[CH2:18][CH2:17][N:16]([C:27]([C:25]3[N:24]=[CH:23][S:22][CH:26]=3)=[O:28])[CH2:15][C@H:14]2[O:19][CH2:20][CH3:21])=[O:11])[NH:6][C:7]=1[CH2:8][CH3:9]. The catalyst class is: 3.